From a dataset of Full USPTO retrosynthesis dataset with 1.9M reactions from patents (1976-2016). Predict the reactants needed to synthesize the given product. Given the product [Cl:20][C:21]1[CH:26]=[CH:25][N:24]=[C:23]([CH2:27][NH:28][C:29]2[O:30][C:31]3[C:37]([O:38][CH3:39])=[CH:36][C:35]([C:40]([N:15]4[CH2:16][CH:11]([CH3:10])[CH2:12][CH2:13][CH:14]4[CH2:17][CH2:18][OH:19])=[O:41])=[CH:34][C:32]=3[N:33]=2)[CH:22]=1, predict the reactants needed to synthesize it. The reactants are: C(N(CC)C(C)C)(C)C.[CH3:10][CH:11]1[CH2:16][NH:15][CH:14]([CH2:17][CH2:18][OH:19])[CH2:13][CH2:12]1.[Cl:20][C:21]1[CH:26]=[CH:25][N:24]=[C:23]([CH2:27][NH:28][C:29]2[O:30][C:31]3[C:37]([O:38][CH3:39])=[CH:36][C:35]([C:40](O)=[O:41])=[CH:34][C:32]=3[N:33]=2)[CH:22]=1.CN(C(ON1N=NC2C=CC=NC1=2)=[N+](C)C)C.F[P-](F)(F)(F)(F)F.